Dataset: Reaction yield outcomes from USPTO patents with 853,638 reactions. Task: Predict the reaction yield, written as a fraction of the theoretical maximum amount of product (1.0 means a 100% yield; for example, 0.34 means a 34% yield). (1) The product is [CH2:1]([O:5][C:9]1[C:18]2[C:13](=[CH:14][CH:15]=[CH:16][CH:17]=2)[N:12]=[C:11]2[N:19]([C:23]3[CH:28]=[CH:27][CH:26]=[CH:25][N:24]=3)[N:20]=[C:21]([CH3:22])[C:10]=12)[CH2:2][CH2:3][CH3:4]. The yield is 0.260. The reactants are [CH2:1]([OH:5])[CH2:2][CH2:3][CH3:4].[H-].[Na+].Cl[C:9]1[C:18]2[C:13](=[CH:14][CH:15]=[CH:16][CH:17]=2)[N:12]=[C:11]2[N:19]([C:23]3[CH:28]=[CH:27][CH:26]=[CH:25][N:24]=3)[N:20]=[C:21]([CH3:22])[C:10]=12. The catalyst is O1CCCC1. (2) The reactants are [O:1]=[C:2]1[CH2:9][C:6]([CH3:8])([CH3:7])[CH2:5][C:4]([CH3:10])=[CH:3]1.Br[CH2:12][CH2:13][CH2:14][CH3:15].[OH-].[K+].O. The catalyst is CN1CCCC1=O.C(OCC)(=O)C. The product is [CH2:12]([C:3]1[C:2](=[O:1])[CH2:9][C:6]([CH3:8])([CH3:7])[CH2:5][C:4]=1[CH3:10])[CH2:13][CH2:14][CH3:15]. The yield is 0.449. (3) The reactants are Br[C:2]1[CH:7]=[CH:6][CH:5]=[CH:4][C:3]=1[CH:8]([C:10]1[CH:15]=[CH:14][CH:13]=[CH:12][CH:11]=1)[OH:9].[Li]CCCC.[SiH:21](Cl)([CH:25]([CH3:27])[CH3:26])[CH:22]([CH3:24])[CH3:23]. The catalyst is C1COCC1. The product is [CH:22]([Si:21]1([CH:25]([CH3:27])[CH3:26])[C:2]2[CH:7]=[CH:6][CH:5]=[CH:4][C:3]=2[CH:8]([C:10]2[CH:15]=[CH:14][CH:13]=[CH:12][CH:11]=2)[O:9]1)([CH3:24])[CH3:23]. The yield is 0.710. (4) The reactants are [CH3:1][N:2]1[C:10]2[C:5](=[N:6][C:7]([C@@H:17]([NH2:19])[CH3:18])=[C:8]([C:11]3[N:15]([CH3:16])[N:14]=[CH:13][CH:12]=3)[CH:9]=2)[CH:4]=[CH:3]1.[Cl:20][C:21]1[N:26]=[C:25](Cl)[C:24]([F:28])=[CH:23][N:22]=1.C(N(C(C)C)C(C)C)C. The catalyst is C(#N)C. The product is [Cl:20][C:21]1[N:26]=[C:25]([NH:19][C@H:17]([C:7]2[N:6]=[C:5]3[CH:4]=[CH:3][N:2]([CH3:1])[C:10]3=[CH:9][C:8]=2[C:11]2[N:15]([CH3:16])[N:14]=[CH:13][CH:12]=2)[CH3:18])[C:24]([F:28])=[CH:23][N:22]=1. The yield is 1.00. (5) The reactants are C([Si](C)(C)[N:6]1[C:10]2=[N:11][CH:12]=[C:13]([CH3:15])[CH:14]=[C:9]2[CH:8]=[CH:7]1)(C)(C)C.Cl. The catalyst is CO. The product is [CH3:15][C:13]1[CH:14]=[C:9]2[CH:8]=[CH:7][NH:6][C:10]2=[N:11][CH:12]=1. The yield is 0.810. (6) The reactants are [C:1](Cl)(=[O:4])[CH:2]=[CH2:3].[NH2:6][C:7]1[C:8]([N:33]([CH2:35][CH2:36][N:37]([CH3:39])[CH3:38])[CH3:34])=[CH:9][C:10]([O:31][CH3:32])=[C:11]([NH:13][C:14]2[N:19]=[C:18]([C:20]3[CH:21]=[N:22][N:23]4[CH:28]=[CH:27][CH:26]=[CH:25][C:24]=34)[C:17]([C:29]#[N:30])=[CH:16][N:15]=2)[CH:12]=1.CCN(C(C)C)C(C)C. The catalyst is C1COCC1. The product is [C:29]([C:17]1[C:18]([C:20]2[CH:21]=[N:22][N:23]3[CH:28]=[CH:27][CH:26]=[CH:25][C:24]=23)=[N:19][C:14]([NH:13][C:11]2[C:10]([O:31][CH3:32])=[CH:9][C:8]([N:33]([CH2:35][CH2:36][N:37]([CH3:38])[CH3:39])[CH3:34])=[C:7]([NH:6][C:1](=[O:4])[CH:2]=[CH2:3])[CH:12]=2)=[N:15][CH:16]=1)#[N:30]. The yield is 0.600. (7) The reactants are [CH2:1]([N:8]=[C:9]1[CH2:14][CH2:13][CH:12]([C:15]2[CH:20]=[CH:19][C:18]([O:21][Si:22]([C:25]([CH3:28])([CH3:27])[CH3:26])([CH3:24])[CH3:23])=[CH:17][C:16]=2[O:29][Si:30]([C:33]([CH3:36])([CH3:35])[CH3:34])([CH3:32])[CH3:31])[CH2:11][CH2:10]1)[C:2]1[CH:7]=[CH:6][CH:5]=[CH:4][CH:3]=1.O1CCCC1.CO.[BH4-].[Na+]. The catalyst is C(OCC)C.[OH-].[Na+]. The product is [CH2:1]([NH:8][C@H:9]1[CH2:10][CH2:11][C@H:12]([C:15]2[CH:20]=[CH:19][C:18]([O:21][Si:22]([C:25]([CH3:27])([CH3:28])[CH3:26])([CH3:23])[CH3:24])=[CH:17][C:16]=2[O:29][Si:30]([C:33]([CH3:36])([CH3:35])[CH3:34])([CH3:31])[CH3:32])[CH2:13][CH2:14]1)[C:2]1[CH:7]=[CH:6][CH:5]=[CH:4][CH:3]=1. The yield is 0.540. (8) The reactants are [CH3:1][O:2][C:3]1[CH:4]=[C:5]2[C:10](=[CH:11][C:12]=1[O:13][CH3:14])[N:9]=[CH:8][N:7]=[C:6]2[O:15][C:16]1[CH:22]=[CH:21][C:19]([NH2:20])=[CH:18][CH:17]=1.[CH3:23][O:24][C:25]1[CH:30]=[CH:29][CH:28]=[CH:27][C:26]=1[N:31]=[C:32]=[O:33].CO. The catalyst is C(Cl)(Cl)Cl. The product is [CH3:1][O:2][C:3]1[CH:4]=[C:5]2[C:10](=[CH:11][C:12]=1[O:13][CH3:14])[N:9]=[CH:8][N:7]=[C:6]2[O:15][C:16]1[CH:22]=[CH:21][C:19]([NH:20][C:32]([NH:31][C:26]2[CH:27]=[CH:28][CH:29]=[CH:30][C:25]=2[O:24][CH3:23])=[O:33])=[CH:18][CH:17]=1. The yield is 0.450.